This data is from Catalyst prediction with 721,799 reactions and 888 catalyst types from USPTO. The task is: Predict which catalyst facilitates the given reaction. (1) Reactant: Br[CH2:2][C:3]([C:5]1[CH:10]=[C:9]([Br:11])[CH:8]=[CH:7][C:6]=1[O:12][CH3:13])=O.[CH3:14][O:15][C:16]1[CH:17]=[C:18]([NH:28][C:29]([NH2:31])=[S:30])[CH:19]=[CH:20][C:21]=1[N:22]1[CH:26]=[C:25]([CH3:27])[N:24]=[CH:23]1. Product: [Br:11][C:9]1[CH:8]=[CH:7][C:6]([O:12][CH3:13])=[C:5]([C:3]2[N:31]=[C:29]([NH:28][C:18]3[CH:19]=[CH:20][C:21]([N:22]4[CH:26]=[C:25]([CH3:27])[N:24]=[CH:23]4)=[C:16]([O:15][CH3:14])[CH:17]=3)[S:30][CH:2]=2)[CH:10]=1. The catalyst class is: 27. (2) Reactant: C([Sn](CCCC)(CCCC)[C:6]1[N:11]=[CH:10][CH:9]=[CH:8][N:7]=1)CCC.C([Li])CCC.[F:25][C:26]1[CH:31]=[CH:30][C:29]([N:32]2[C:36]3[CH:37]=[C:38]4[C@:43]([CH:45]=[O:46])([CH2:44][C:35]=3[CH:34]=[N:33]2)[CH2:42][N:41]([S:47]([C:50]2[CH:51]=[C:52]([CH3:56])[CH:53]=[CH:54][CH:55]=2)(=[O:49])=[O:48])[CH2:40][CH2:39]4)=[CH:28][CH:27]=1.O. Product: [F:25][C:26]1[CH:31]=[CH:30][C:29]([N:32]2[C:36]3[CH:37]=[C:38]4[C:43]([C@H:45]([C:6]5[N:7]=[CH:8][CH:9]=[CH:10][N:11]=5)[OH:46])([CH2:44][C:35]=3[CH:34]=[N:33]2)[CH2:42][N:41]([S:47]([C:50]2[CH:51]=[C:52]([CH3:56])[CH:53]=[CH:54][CH:55]=2)(=[O:49])=[O:48])[CH2:40][CH2:39]4)=[CH:28][CH:27]=1. The catalyst class is: 7. (3) Reactant: [CH3:1][C:2]([CH3:26])([CH3:25])[CH2:3][O:4][C:5]1[C:10]([O:11][CH3:12])=[CH:9][CH:8]=[CH:7][C:6]=1/[CH:13]=[CH:14]/[C:15]1[N:16]=[C:17]2[S:24][CH:23]=[CH:22][N:18]2[C:19](=[O:21])[CH:20]=1.[I:27]N1C(=O)CCC1=O. Product: [CH3:1][C:2]([CH3:26])([CH3:25])[CH2:3][O:4][C:5]1[C:10]([O:11][CH3:12])=[CH:9][CH:8]=[CH:7][C:6]=1/[CH:13]=[CH:14]/[C:15]1[N:16]=[C:17]2[S:24][CH:23]=[CH:22][N:18]2[C:19](=[O:21])[C:20]=1[I:27]. The catalyst class is: 10. (4) The catalyst class is: 93. Reactant: Br[C:2]1[CH:16]=[CH:15][C:5]2[NH:6][C:7]([CH:9]3[CH2:14][CH2:13][NH:12][CH2:11][CH2:10]3)=[N:8][C:4]=2[CH:3]=1.[CH:17]1(B(O)O)[CH2:19][CH2:18]1.[O-]P([O-])([O-])=O.[K+].[K+].[K+].C1(P(C2CCCCC2)C2CCCCC2)CCCCC1. Product: [CH:17]1([C:2]2[CH:16]=[CH:15][C:5]3[NH:6][C:7]([CH:9]4[CH2:14][CH2:13][NH:12][CH2:11][CH2:10]4)=[N:8][C:4]=3[CH:3]=2)[CH2:19][CH2:18]1. (5) Reactant: C1N(CCS(O)(=O)=O)CCOC1.[CH2:13]([OH:57])[C@H:14]1[O:19][C@H:18]([O:20][C@H]2[C@H](O)[C@@H](O)[C@@H]([O:56][C@H:15]3[C@H:16]([OH:55])[C@@H:17]([OH:54])[C@@H:18]([O:20][C@H]4[C@H](O)[C@@H](O)[C@@H](O)O[C@@H]4CO)[O:19][C@@H:14]3[CH2:13][OH:57])O[C@@H]2CO)[C@H:17]([OH:54])[C@@H:16]([OH:55])[C@@H:15]1[OH:56]. Product: [O:20]=[CH:18][C@@H:17]([C@H:16]([C@@H:15]([C@@H:14]([CH2:13][OH:57])[OH:19])[OH:56])[OH:55])[OH:54]. The catalyst class is: 6. (6) Reactant: Cl[C:2]1[N:3]=[C:4]([N:15]2[CH2:20][CH2:19][O:18][CH2:17][CH2:16]2)[C:5]2[S:10][C:9]([C:11]([NH2:14])([CH3:13])[CH3:12])=[CH:8][C:6]=2[N:7]=1.CCN(CC)CC.[C:28](Cl)(=[O:37])[C:29]1[CH:34]=[CH:33][CH:32]=[C:31]([O:35][CH3:36])[CH:30]=1.CC1(C)C(C)(C)OB([C:47]2[CH:55]=[CH:54][CH:53]=[C:52]3[C:48]=2[CH:49]=[N:50][NH:51]3)O1. Product: [NH:51]1[C:52]2[C:48](=[C:47]([C:2]3[N:3]=[C:4]([N:15]4[CH2:20][CH2:19][O:18][CH2:17][CH2:16]4)[C:5]4[S:10][C:9]([C:11]([NH:14][C:28](=[O:37])[C:29]5[CH:34]=[CH:33][CH:32]=[C:31]([O:35][CH3:36])[CH:30]=5)([CH3:13])[CH3:12])=[CH:8][C:6]=4[N:7]=3)[CH:55]=[CH:54][CH:53]=2)[CH:49]=[N:50]1. The catalyst class is: 2. (7) Reactant: [CH3:1][CH:2]([N:4]1[C:12]([CH:13]=[CH:14][CH:15]([OH:27])[CH2:16][CH:17]([OH:26])[CH2:18][C:19]([O:21]C(C)(C)C)=[O:20])=[C:11]([C:28]2[CH:33]=[CH:32][C:31]([F:34])=[CH:30][CH:29]=2)[C:10]2[C:5]1=[CH:6][CH:7]=[CH:8][CH:9]=2)[CH3:3].O.[OH-].[Na+:37]. Product: [CH3:3][CH:2]([N:4]1[C:12](/[CH:13]=[CH:14]/[CH:15]([OH:27])[CH2:16][CH:17]([OH:26])[CH2:18][C:19]([O-:21])=[O:20])=[C:11]([C:28]2[CH:29]=[CH:30][C:31]([F:34])=[CH:32][CH:33]=2)[C:10]2[CH:9]=[CH:8][CH:7]=[CH:6][C:5]1=2)[CH3:1].[Na+:37]. The catalyst class is: 14.